From a dataset of Forward reaction prediction with 1.9M reactions from USPTO patents (1976-2016). Predict the product of the given reaction. (1) Given the reactants [NH2:1][C:2](=[O:32])[C@H:3]([NH:8][C:9]1[CH:18]=[C:17]([C:19]#[N:20])[C:12]([C:13]([O:15]C)=O)=[C:11]([NH:21][C:22]2[CH:27]=[CH:26][CH:25]=[C:24]([S:28]([CH3:31])(=[O:30])=[O:29])[CH:23]=2)[N:10]=1)[CH2:4][CH:5]([CH3:7])[CH3:6], predict the reaction product. The product is: [CH3:6][CH:5]([CH3:7])[CH2:4][C@@H:3]([NH:8][C:9]1[N:10]=[C:11]([NH:21][C:22]2[CH:27]=[CH:26][CH:25]=[C:24]([S:28]([CH3:31])(=[O:29])=[O:30])[CH:23]=2)[C:12]2[C:13](=[O:15])[NH:20][CH2:19][C:17]=2[CH:18]=1)[C:2]([NH2:1])=[O:32]. (2) Given the reactants [CH2:1]([N:3]1[C:7]([CH2:8][O:9][CH2:10][C:11]2[CH:12]=[C:13]([NH:17][C:18]3[CH:23]=[CH:22][C:21]([C:24](F)(F)F)=[CH:20][C:19]=3[N+:28]([O-:30])=[O:29])[CH:14]=[CH:15][CH:16]=2)=[N:6][CH:5]=[N:4]1)C.C(C(OCC1NC=CN=1)C1C=C(N)C=CC=1)C, predict the reaction product. The product is: [CH3:24][C:21]1[CH:22]=[CH:23][C:18]([NH:17][C:13]2[CH:14]=[CH:15][CH:16]=[C:11]([CH2:10][O:9][CH2:8][C:7]3[N:3]([CH3:1])[N:4]=[CH:5][N:6]=3)[CH:12]=2)=[C:19]([N+:28]([O-:30])=[O:29])[CH:20]=1. (3) Given the reactants [Cl:1][C:2]1[CH:3]=[C:4]2[C:8](=[CH:9][CH:10]=1)[NH:7][C:6](=[O:11])[C:5]2([N:21]1[CH2:30][C@@H:29]([OH:31])[CH2:28][C@@H:22]1[C:23]([N:25]([CH3:27])[CH3:26])=[O:24])[C:12]1[CH:17]=[C:16]([CH3:18])[CH:15]=[CH:14][C:13]=1[O:19][CH3:20].[CH3:32][O:33][C:34]1[CH:39]=[CH:38][C:37]([S:40](Cl)(=[O:42])=[O:41])=[C:36]([O:44][C:45]([F:48])([F:47])[F:46])[CH:35]=1, predict the reaction product. The product is: [Cl:1][C:2]1[CH:3]=[C:4]2[C:8](=[CH:9][CH:10]=1)[N:7]([S:40]([C:37]1[CH:38]=[CH:39][C:34]([O:33][CH3:32])=[CH:35][C:36]=1[O:44][C:45]([F:46])([F:47])[F:48])(=[O:42])=[O:41])[C:6](=[O:11])[C:5]2([N:21]1[CH2:30][C@@H:29]([OH:31])[CH2:28][C@@H:22]1[C:23]([N:25]([CH3:27])[CH3:26])=[O:24])[C:12]1[CH:17]=[C:16]([CH3:18])[CH:15]=[CH:14][C:13]=1[O:19][CH3:20]. (4) Given the reactants Br[C:2]1[N:7]=[CH:6][C:5]([C:8]2[N:12]3[CH:13]=[CH:14][CH:15]=[C:16]([C:17]([F:20])([F:19])[F:18])[C:11]3=[N:10][C:9]=2[CH2:21][CH3:22])=[CH:4][CH:3]=1.[CH3:23][S:24]([C:27]1[CH:28]=[C:29](B(O)O)[CH:30]=[CH:31][CH:32]=1)(=[O:26])=[O:25].C(=O)([O-])[O-].[Na+].[Na+], predict the reaction product. The product is: [CH2:21]([C:9]1[N:10]=[C:11]2[C:16]([C:17]([F:20])([F:19])[F:18])=[CH:15][CH:14]=[CH:13][N:12]2[C:8]=1[C:5]1[CH:6]=[N:7][C:2]([C:31]2[CH:30]=[CH:29][CH:28]=[C:27]([S:24]([CH3:23])(=[O:26])=[O:25])[CH:32]=2)=[CH:3][CH:4]=1)[CH3:22]. (5) Given the reactants [F:1][C:2]([CH3:20])([CH3:19])[CH2:3][N:4]1[CH2:9][CH2:8][CH:7]([CH2:10][O:11][C:12]2[CH:17]=[N:16][C:15](I)=[CH:14][N:13]=2)[CH2:6][CH2:5]1.[CH3:21][O:22][C:23]([C:25]1[CH:30]=[CH:29][C:28](B(O)O)=[CH:27][CH:26]=1)=[O:24].C([O-])([O-])=O.[Cs+].[Cs+].COCCOC, predict the reaction product. The product is: [F:1][C:2]([CH3:20])([CH3:19])[CH2:3][N:4]1[CH2:9][CH2:8][CH:7]([CH2:10][O:11][C:12]2[N:13]=[CH:14][C:15]([C:28]3[CH:29]=[CH:30][C:25]([C:23]([O:22][CH3:21])=[O:24])=[CH:26][CH:27]=3)=[N:16][CH:17]=2)[CH2:6][CH2:5]1.